This data is from Full USPTO retrosynthesis dataset with 1.9M reactions from patents (1976-2016). The task is: Predict the reactants needed to synthesize the given product. (1) Given the product [F:25][C:22]1[CH:23]=[CH:24][C:19]([C:18]2[C:13]3[CH:12]=[CH:11][C:10](=[O:31])[N:9]([C:3]4[C:2]([F:1])=[CH:7][CH:6]=[CH:5][C:4]=4[F:8])[C:14]=3[N:15]=[C:16]([NH:32][C:33]([CH3:37])([CH3:36])[CH2:34][OH:35])[N:17]=2)=[C:20]([CH3:26])[CH:21]=1, predict the reactants needed to synthesize it. The reactants are: [F:1][C:2]1[CH:7]=[CH:6][CH:5]=[C:4]([F:8])[C:3]=1[N:9]1[C:14]2[N:15]=[C:16](S(C)(=O)=O)[N:17]=[C:18]([C:19]3[CH:24]=[CH:23][C:22]([F:25])=[CH:21][C:20]=3[CH3:26])[C:13]=2[CH:12]=[CH:11][C:10]1=[O:31].[NH2:32][C:33]([CH3:37])([CH3:36])[CH2:34][OH:35]. (2) Given the product [CH3:10][C:3]1[CH:4]=[C:5]([C:11]#[N:12])[C:6]([CH3:8])=[CH:7][C:2]=1[C:14]#[N:15], predict the reactants needed to synthesize it. The reactants are: Br[C:2]1[CH:7]=[C:6]([CH3:8])[C:5](Br)=[CH:4][C:3]=1[CH3:10].[C:11]([Cu])#[N:12].[CH3:14][N:15](C)C=O.N. (3) Given the product [Cl:8][C:5]1[N:4]=[C:3]([NH2:9])[C:2]([CH:22]=[CH:23][O:24][CH2:25][CH3:26])=[CH:7][N:6]=1, predict the reactants needed to synthesize it. The reactants are: Br[C:2]1[C:3]([NH2:9])=[N:4][C:5]([Cl:8])=[N:6][CH:7]=1.C1(C)C=CC=CC=1.C([Sn](CCCC)(CCCC)[CH:22]=[CH:23][O:24][CH2:25][CH3:26])CCC.